From a dataset of Forward reaction prediction with 1.9M reactions from USPTO patents (1976-2016). Predict the product of the given reaction. (1) Given the reactants [CH2:1]([O:9][C:10]([C:12]1([NH2:17])[CH2:16][CH2:15][O:14][CH2:13]1)=[O:11])[CH2:2][C:3]1[CH:8]=[CH:7][CH:6]=[CH:5][CH:4]=1.CC(OC)(C)C.CC#N.C(O)(=O)[C@H](C1C=CC=CC=1)O, predict the reaction product. The product is: [CH2:1]([O:9][C:10]([C@:12]1([NH2:17])[CH2:16][CH2:15][O:14][CH2:13]1)=[O:11])[CH2:2][C:3]1[CH:4]=[CH:5][CH:6]=[CH:7][CH:8]=1. (2) Given the reactants [CH2:1]([N:8]1[CH2:13][CH2:12][N:11]([C:14]([C:16]2[CH:20]=[C:19]([CH3:21])[N:18]([C:22]3[CH:27]=[CH:26][CH:25]=[CH:24][CH:23]=3)[C:17]=2[C:28]2[CH:33]=[CH:32][CH:31]=[CH:30][CH:29]=2)=[O:15])[C@H:10]([CH:34]=[O:35])[CH2:9]1)[C:2]1[CH:7]=[CH:6][CH:5]=[CH:4][CH:3]=1.[CH:36]([Mg]Cl)([CH3:38])[CH3:37].[Cl-].[NH4+], predict the reaction product. The product is: [CH2:1]([N:8]1[CH2:13][CH2:12][N:11]([C:14]([C:16]2[CH:20]=[C:19]([CH3:21])[N:18]([C:22]3[CH:27]=[CH:26][CH:25]=[CH:24][CH:23]=3)[C:17]=2[C:28]2[CH:29]=[CH:30][CH:31]=[CH:32][CH:33]=2)=[O:15])[C@H:10]([CH:34]([OH:35])[CH:36]([CH3:38])[CH3:37])[CH2:9]1)[C:2]1[CH:7]=[CH:6][CH:5]=[CH:4][CH:3]=1.